From a dataset of Forward reaction prediction with 1.9M reactions from USPTO patents (1976-2016). Predict the product of the given reaction. (1) The product is: [CH2:7]([O:14][CH2:15][CH2:16][CH:17]=[O:18])[C:8]1[CH:13]=[CH:12][CH:11]=[CH:10][CH:9]=1. Given the reactants C(Cl)(=O)C(Cl)=O.[CH2:7]([O:14][CH2:15][CH2:16][CH2:17][OH:18])[C:8]1[CH:13]=[CH:12][CH:11]=[CH:10][CH:9]=1.C(N(CC)CC)C.O, predict the reaction product. (2) Given the reactants [N:1]1([C:7]2[N:8]=[C:9]([CH2:14][C:15]([O:17]CC)=O)[NH:10][C:11](=[O:13])[CH:12]=2)[CH2:6][CH2:5][O:4][CH2:3][CH2:2]1.[Cl:20][C:21]1[CH:27]=[CH:26][C:24]([NH2:25])=[CH:23][CH:22]=1, predict the reaction product. The product is: [Cl:20][C:21]1[CH:27]=[CH:26][C:24]([NH:25][C:15](=[O:17])[CH2:14][C:9]2[NH:10][C:11](=[O:13])[CH:12]=[C:7]([N:1]3[CH2:2][CH2:3][O:4][CH2:5][CH2:6]3)[N:8]=2)=[CH:23][CH:22]=1. (3) Given the reactants [CH:1]1([N:7]([CH2:21][CH2:22][C:23]2[CH:28]=CC=C[CH:24]=2)[C:8](=[O:20])[NH:9][C:10]2[S:11][C:12]([S:15][CH2:16][C:17](O)=O)=[CH:13][N:14]=2)[CH2:6][CH2:5][CH2:4][CH2:3][CH2:2]1.[CH:29](=O)CC(C)C.Cl.C[C@H]1CC[C@H](N)CC1.C([O:46][C:47](=[O:50])CC)C.Cl.CCN(C(C)C)C(C)C, predict the reaction product. The product is: [CH3:28][CH:23]([CH3:24])[CH2:22][CH2:21][N:7]([C@H:1]1[CH2:2][CH2:3][C@H:4]([CH3:29])[CH2:5][CH2:6]1)[C:8](=[O:20])[NH:9][C:10]1[S:11][C:12]([S:15][CH2:16][CH2:17][C:47]([OH:50])=[O:46])=[CH:13][N:14]=1.